Dataset: Full USPTO retrosynthesis dataset with 1.9M reactions from patents (1976-2016). Task: Predict the reactants needed to synthesize the given product. (1) Given the product [F:1][C:2]1[CH:10]=[C:9]2[C:5]([C:6]([C:20]3[CH:21]=[CH:22][C:23]([NH:26][CH2:27][CH2:28][CH2:29][NH2:30])=[N:24][CH:25]=3)=[CH:7][NH:8]2)=[CH:4][CH:3]=1, predict the reactants needed to synthesize it. The reactants are: [F:1][C:2]1[CH:10]=[C:9]2[C:5]([C:6]([C:20]3[CH:21]=[CH:22][C:23]([NH:26][CH2:27][CH2:28][CH2:29][NH2:30])=[N:24][CH:25]=3)=[CH:7][N:8]2S(C2C=CC=CC=2)(=O)=O)=[CH:4][CH:3]=1.[OH-].[Na+]. (2) Given the product [CH3:29][C:24]1[CH:25]=[C:26]([CH3:28])[CH:27]=[C:22]([CH3:21])[C:23]=1[S:30]([OH:33])(=[O:32])=[O:31].[C:40]([O:39][C:37](=[O:38])[NH:36][CH2:35][CH2:34][N:14]1[CH2:15][CH:16]2[O:18][CH:12]([CH2:11][N:10]([CH2:3][C:4]3[CH:5]=[CH:6][CH:7]=[CH:8][CH:9]=3)[CH2:17]2)[CH2:13]1)([CH3:43])([CH3:42])[CH3:41], predict the reactants needed to synthesize it. The reactants are: Cl.Cl.[CH2:3]([N:10]1[CH2:17][CH:16]2[O:18][CH:12]([CH2:13][NH:14][CH2:15]2)[CH2:11]1)[C:4]1[CH:9]=[CH:8][CH:7]=[CH:6][CH:5]=1.[OH-].[Na+].[CH3:21][C:22]1[CH:27]=[C:26]([CH3:28])[CH:25]=[C:24]([CH3:29])[C:23]=1[S:30]([O:33][CH2:34][CH2:35][NH:36][C:37]([O:39][C:40]([CH3:43])([CH3:42])[CH3:41])=[O:38])(=[O:32])=[O:31].C(O)(=O)CC(CC(O)=O)(C(O)=O)O. (3) Given the product [C:1]([O:5][C:6](=[O:36])[NH:7][C@@H:8]1[C:13](=[O:14])[C@H:12]([CH2:15][C:16]2[CH:21]=[CH:20][C:19]([O:22][CH3:23])=[C:18]([CH2:24][C@H:25]3[CH2:29][O:28][C:27](=[O:30])[N:26]3[CH2:31][CH2:32][CH3:33])[CH:17]=2)[CH2:11][S:10](=[O:35])(=[O:34])[CH2:9]1)([CH3:2])([CH3:3])[CH3:4], predict the reactants needed to synthesize it. The reactants are: [C:1]([O:5][C:6](=[O:36])[NH:7][CH:8]1[CH:13]([OH:14])[CH:12]([CH2:15][C:16]2[CH:21]=[CH:20][C:19]([O:22][CH3:23])=[C:18]([CH2:24][C@H:25]3[CH2:29][O:28][C:27](=[O:30])[N:26]3[CH2:31][CH2:32][CH3:33])[CH:17]=2)[CH2:11][S:10](=[O:35])(=[O:34])[CH2:9]1)([CH3:4])([CH3:3])[CH3:2].CC(OI1(OC(C)=O)(OC(C)=O)OC(=O)C2C=CC=CC1=2)=O.C([O-])(O)=O.[Na+].CCCCCC.CCOC(C)=O. (4) Given the product [C:12]([C@H:13]1[C@H:14]([C:15]([O:17][CH2:18][CH3:19])=[O:16])[CH2:1][C:6]2[C:5](=[CH:10][CH:9]=[CH:8][CH:7]=2)[CH2:4]1)([O:21][CH2:22][CH3:23])=[O:20], predict the reactants needed to synthesize it. The reactants are: [CH2:1]1[C:6]2[CH:7]=[CH:8][CH:9]=[CH:10][C:5]=2[CH2:4]S(=O)O1.[C:12]([O:21][CH2:22][CH3:23])(=[O:20])/[CH:13]=[CH:14]/[C:15]([O:17][CH2:18][CH3:19])=[O:16]. (5) Given the product [CH:1]1[C:10]2[C:5](=[CH:6][CH:7]=[CH:8][CH:9]=2)[CH:4]=[CH:3][C:2]=1[CH2:11][N:12]1[CH2:19][C@H:18]2[NH:21][CH2:22][C@@H:13]1[CH2:14][CH:15]=[CH:16][CH2:17]2, predict the reactants needed to synthesize it. The reactants are: [CH:1]1[C:10]2[C:5](=[CH:6][CH:7]=[CH:8][CH:9]=2)[CH:4]=[CH:3][C:2]=1[CH2:11][N:12]1[C:19](=O)[C@H:18]2[NH:21][C:22](=O)[C@@H:13]1[CH2:14][CH:15]=[CH:16][CH2:17]2.Cl. (6) Given the product [CH2:19]([N:16]1[C:17](=[O:18])[C@H:4]([CH2:3][CH2:2][N:34]2[CH2:35][CH2:36][CH:37]([N:40]3[CH2:49][C:48]4[C:43](=[CH:44][CH:45]=[CH:46][CH:47]=4)[NH:42][C:41]3=[O:50])[CH2:38][CH2:39]2)[CH2:5][C:6]2[CH:14]=[CH:13][C:12]3[NH:11][N:10]=[CH:9][C:8]=3[C:7]=2[CH2:15]1)[C:20]([CH3:23])([CH3:22])[CH3:21], predict the reactants needed to synthesize it. The reactants are: O[CH2:2][CH2:3][C@H:4]1[C:17](=[O:18])[N:16]([CH2:19][C:20]([CH3:23])([CH3:22])[CH3:21])[CH2:15][C:7]2[C:8]3[CH:9]=[N:10][NH:11][C:12]=3[CH:13]=[CH:14][C:6]=2[CH2:5]1.S(Cl)(Cl)=O.C(=O)([O-])[O-].[K+].[K+].[NH:34]1[CH2:39][CH2:38][CH:37]([N:40]2[CH2:49][C:48]3[C:43](=[CH:44][CH:45]=[CH:46][CH:47]=3)[NH:42][C:41]2=[O:50])[CH2:36][CH2:35]1. (7) Given the product [CH3:9][C:8]1[C:3]([CH2:2][N:24]2[CH:25]=[CH:26][C:22]([C:21]([F:28])([F:27])[F:20])=[N:23]2)=[N:4][C:5]([C:10]2[CH:15]=[CH:14][C:13]([C:16]([F:19])([F:18])[F:17])=[CH:12][CH:11]=2)=[N:6][CH:7]=1, predict the reactants needed to synthesize it. The reactants are: Br[CH2:2][C:3]1[C:8]([CH3:9])=[CH:7][N:6]=[C:5]([C:10]2[CH:15]=[CH:14][C:13]([C:16]([F:19])([F:18])[F:17])=[CH:12][CH:11]=2)[N:4]=1.[F:20][C:21]([F:28])([F:27])[C:22]1[CH:26]=[CH:25][NH:24][N:23]=1.C(=O)([O-])[O-].[K+].[K+].